From a dataset of Full USPTO retrosynthesis dataset with 1.9M reactions from patents (1976-2016). Predict the reactants needed to synthesize the given product. Given the product [ClH:27].[ClH:27].[NH2:19][C@@H:17]1[CH2:18][C@H:16]1[C:12]1[CH:11]=[C:10]([CH:15]=[CH:14][CH:13]=1)[C:8]([NH:7][C:5]1[CH:4]=[N:3][N:2]([CH3:1])[CH:6]=1)=[O:9], predict the reactants needed to synthesize it. The reactants are: [CH3:1][N:2]1[CH:6]=[C:5]([NH:7][C:8]([C:10]2[CH:11]=[C:12]([C@@H:16]3[CH2:18][C@H:17]3[NH:19]C(=O)OC(C)(C)C)[CH:13]=[CH:14][CH:15]=2)=[O:9])[CH:4]=[N:3]1.[ClH:27].C(OCC)(=O)C.